Dataset: Reaction yield outcomes from USPTO patents with 853,638 reactions. Task: Predict the reaction yield, written as a fraction of the theoretical maximum amount of product (1.0 means a 100% yield; for example, 0.34 means a 34% yield). (1) The reactants are [CH:1]1([CH2:7][N:8]2[C:12]3[CH:13]=[C:14]([NH2:17])[CH:15]=[CH:16][C:11]=3[N:10]=[CH:9]2)[CH2:6][CH2:5][CH2:4][CH2:3][CH2:2]1.[Br:18]Br.N.CO.C(Cl)(Cl)Cl. The catalyst is CC(O)=O. The product is [CH:1]1([CH2:7][N:8]2[C:12]3[C:13]([Br:18])=[C:14]([NH2:17])[CH:15]=[CH:16][C:11]=3[N:10]=[CH:9]2)[CH2:2][CH2:3][CH2:4][CH2:5][CH2:6]1. The yield is 0.480. (2) The reactants are [Cl:1][C:2]1[CH:3]=[C:4]([CH:8]([NH:10][C:11]2[CH:12]=[C:13]([N:20]3[CH2:25][CH2:24][N:23](C(OC(C)(C)C)=O)[CH2:22][CH2:21]3)[CH:14]=[CH:15][C:16]=2[N+:17]([O-:19])=[O:18])[CH3:9])[CH:5]=[CH:6][CH:7]=1.Cl. The catalyst is ClCCl.C(OCC)C. The product is [ClH:1].[Cl:1][C:2]1[CH:3]=[C:4]([CH:8]([NH:10][C:11]2[CH:12]=[C:13]([N:20]3[CH2:21][CH2:22][NH:23][CH2:24][CH2:25]3)[CH:14]=[CH:15][C:16]=2[N+:17]([O-:19])=[O:18])[CH3:9])[CH:5]=[CH:6][CH:7]=1. The yield is 0.700. (3) The reactants are [NH2:1][C:2]1[N:6]=[CH:5][N:4]([C:7]2[CH:14]=[CH:13][C:12](/[CH:15]=[CH:16]/[CH:17]([C:22]3[CH:27]=[C:26]([Cl:28])[C:25]([Cl:29])=[C:24]([Cl:30])[CH:23]=3)[C:18]([F:21])([F:20])[F:19])=[CH:11][C:8]=2[C:9]#[N:10])[N:3]=1.[CH:31]1([C:34](Cl)=[O:35])[CH2:33][CH2:32]1. The catalyst is C(Cl)Cl. The product is [C:9]([C:8]1[CH:11]=[C:12](/[CH:15]=[CH:16]/[CH:17]([C:22]2[CH:23]=[C:24]([Cl:30])[C:25]([Cl:29])=[C:26]([Cl:28])[CH:27]=2)[C:18]([F:19])([F:20])[F:21])[CH:13]=[CH:14][C:7]=1[N:4]1[CH:5]=[N:6][C:2]([N:1]([C:34]([CH:31]2[CH2:33][CH2:32]2)=[O:35])[C:34]([CH:31]2[CH2:33][CH2:32]2)=[O:35])=[N:3]1)#[N:10]. The yield is 0.790. (4) The reactants are C([O:3][C:4]([C:6]1[CH:7]=[C:8]2[C:13](=[C:14]([CH2:16][N:17]([CH:21]3[CH2:23][CH2:22]3)[CH:18]([CH3:20])[CH3:19])[CH:15]=1)[O:12][C:11]([CH3:25])([CH3:24])[CH2:10][C:9]2([CH3:27])[CH3:26])=[O:5])C.[OH-].[Na+]. The catalyst is C(O)C.O1CCCC1. The product is [CH:21]1([N:17]([CH2:16][C:14]2[CH:15]=[C:6]([C:4]([OH:5])=[O:3])[CH:7]=[C:8]3[C:13]=2[O:12][C:11]([CH3:24])([CH3:25])[CH2:10][C:9]3([CH3:27])[CH3:26])[CH:18]([CH3:20])[CH3:19])[CH2:23][CH2:22]1. The yield is 0.960. (5) The reactants are [NH2:1][C:2]1[CH:3]=[C:4]([O:10][CH3:11])[C:5]([O:8][CH3:9])=[CH:6][CH:7]=1.[CH:12]([C:14]1[CH:22]=[CH:21][C:17]([C:18]([OH:20])=[O:19])=[CH:16][CH:15]=1)=O.C([Sn](Cl)(Cl)CCCC)CCC.C1([SiH3])C=CC=CC=1. The catalyst is C1COCC1.CC(N(C)C)=O. The product is [CH3:11][O:10][C:4]1[CH:3]=[C:2]([NH:1][CH2:12][C:14]2[CH:22]=[CH:21][C:17]([C:18]([OH:20])=[O:19])=[CH:16][CH:15]=2)[CH:7]=[CH:6][C:5]=1[O:8][CH3:9]. The yield is 0.670. (6) The reactants are [F:1][C:2]1([F:13])[O:6][C:5]2[CH:7]=[CH:8][C:9]([CH2:11]O)=[CH:10][C:4]=2[O:3]1.S(Cl)([Cl:16])=O. No catalyst specified. The product is [Cl:16][CH2:11][C:9]1[CH:8]=[CH:7][C:5]2[O:6][C:2]([F:13])([F:1])[O:3][C:4]=2[CH:10]=1. The yield is 0.890. (7) The reactants are [CH3:1][O:2][C:3]([CH:5]1[CH2:10][CH:9]2[CH2:11][CH:6]1[C:7](=[O:12])[O:8]2)=[O:4].[NH2:13][C@H:14]([C:18]([O:20][C:21]([CH3:24])([CH3:23])[CH3:22])=[O:19])[CH2:15][CH2:16][CH3:17].CCN(C(C)C)C(C)C.OC1C=CC=CN=1. The catalyst is C1COCC1. The product is [CH3:1][O:2][C:3]([C@@H:5]1[CH2:10][C@@H:9]([OH:8])[CH2:11][C@H:6]1[C:7](=[O:12])[NH:13][C@H:14]([C:18]([O:20][C:21]([CH3:22])([CH3:24])[CH3:23])=[O:19])[CH2:15][CH2:16][CH3:17])=[O:4]. The yield is 0.960.